From a dataset of Forward reaction prediction with 1.9M reactions from USPTO patents (1976-2016). Predict the product of the given reaction. Given the reactants [C:1]([NH:4][C:5]1[CH:6]=[C:7]([C:16]2[CH:21]=[CH:20][C:19]([O:22]CC3C=CC=CC=3)=[CH:18][CH:17]=2)[CH:8]=[CH:9][C:10]=1[CH2:11][C:12]([O:14][CH3:15])=[O:13])(=[O:3])C.N([O:32][C:33]([CH3:36])([CH3:35])[CH3:34])=O.B(Cl)(Cl)Cl.C(OC(OC(C)(C)C)=O)(OC(C)(C)C)=O.C([N:58](CC)CC)C, predict the reaction product. The product is: [OH:22][C:19]1[CH:20]=[CH:21][C:16]([C:7]2[CH:6]=[C:5]3[C:10]([C:11]([C:12]([O:14][CH3:15])=[O:13])=[N:58][N:4]3[C:1]([O:32][C:33]([CH3:36])([CH3:35])[CH3:34])=[O:3])=[CH:9][CH:8]=2)=[CH:17][CH:18]=1.